This data is from Peptide-MHC class II binding affinity with 134,281 pairs from IEDB. The task is: Regression. Given a peptide amino acid sequence and an MHC pseudo amino acid sequence, predict their binding affinity value. This is MHC class II binding data. (1) The peptide sequence is PAAPANPGLIIG. The MHC is DRB1_0301 with pseudo-sequence DRB1_0301. The binding affinity (normalized) is 0. (2) The peptide sequence is VEVWQGLALLSEAVL. The MHC is DRB1_0301 with pseudo-sequence DRB1_0301. The binding affinity (normalized) is 0.122. (3) The peptide sequence is AFKVAATAAWAAPAN. The MHC is DRB1_0802 with pseudo-sequence DRB1_0802. The binding affinity (normalized) is 0.599. (4) The peptide sequence is IHIGDSSKVTITDTT. The MHC is HLA-DPA10103-DPB10301 with pseudo-sequence HLA-DPA10103-DPB10301. The binding affinity (normalized) is 0. (5) The peptide sequence is EKKYFAATWFEPLAA. The MHC is DRB1_1001 with pseudo-sequence DRB1_1001. The binding affinity (normalized) is 0.647.